The task is: Predict the reaction yield, written as a fraction of the theoretical maximum amount of product (1.0 means a 100% yield; for example, 0.34 means a 34% yield).. This data is from Reaction yield outcomes from USPTO patents with 853,638 reactions. (1) The reactants are [C:1]([O:5][C:6]([NH:8][CH:9]([CH3:13])[C:10]([OH:12])=O)=[O:7])([CH3:4])([CH3:3])[CH3:2].C1C=CC2N(O)N=NC=2C=1.CN1C(=O)CCC1.CCN=C=NCCCN(C)C.[NH:42]1[CH2:47][CH2:46][S:45][CH2:44][CH2:43]1. The catalyst is C(Cl)Cl. The product is [C:1]([O:5][C:6](=[O:7])[NH:8][CH:9]([CH3:13])[C:10](=[O:12])[N:42]1[CH2:47][CH2:46][S:45][CH2:44][CH2:43]1)([CH3:2])([CH3:3])[CH3:4]. The yield is 0.980. (2) The reactants are [F:1][C:2]1[CH:7]=[CH:6][C:5]([N:8]2[CH2:13][CH2:12][N:11]([S:14]([C:17]3[CH:18]=[C:19]([C:23](=[O:25])[CH3:24])[CH:20]=[CH:21][CH:22]=3)(=[O:16])=[O:15])[C@H:10]([CH3:26])[CH2:9]2)=[C:4]([C:27]([F:30])([F:29])[F:28])[CH:3]=1.[Si]([C:35]([F:38])([F:37])[F:36])(C)(C)C.CCCC[N+](CCCC)(CCCC)CCCC.[F-]. The catalyst is C([O-])(O)=O.[Na+]. The product is [F:36][C:35]([F:38])([F:37])[C:23]([C:19]1[CH:20]=[CH:21][CH:22]=[C:17]([S:14]([N:11]2[CH2:12][CH2:13][N:8]([C:5]3[CH:6]=[CH:7][C:2]([F:1])=[CH:3][C:4]=3[C:27]([F:30])([F:29])[F:28])[CH2:9][C@H:10]2[CH3:26])(=[O:16])=[O:15])[CH:18]=1)([OH:25])[CH3:24]. The yield is 0.640. (3) The catalyst is O. The yield is 0.400. The product is [CH2:15]([C:20]1[CH:26]=[C:25]2[C:23](=[CH:22][CH:21]=1)[NH:24][C:2](=[O:29])[C:3]2=[O:5])[CH2:16][CH2:17][CH2:18][CH3:19]. The reactants are Cl[C:2](Cl)(Cl)[CH:3]([OH:5])O.S([O-])([O-])(=O)=O.[Na+].[Na+].[CH2:15]([C:20]1[CH:26]=[CH:25][C:23]([NH2:24])=[CH:22][CH:21]=1)[CH2:16][CH2:17][CH2:18][CH3:19].Cl.N[OH:29]. (4) The reactants are Br[CH2:2][C:3]1[O:4][C:5]2[CH:11]=[CH:10][CH:9]=[CH:8][C:6]=2[CH:7]=1.[CH3:12][O:13][C:14]1[CH:19]=[C:18]([B:20]2[O:24][C:23]([CH3:26])([CH3:25])[C:22]([CH3:28])([CH3:27])[O:21]2)[CH:17]=[CH:16][C:15]=1[OH:29]. No catalyst specified. The product is [CH3:12][O:13][C:14]1[CH:19]=[C:18]([B:20]2[O:24][C:23]([CH3:26])([CH3:25])[C:22]([CH3:28])([CH3:27])[O:21]2)[CH:17]=[CH:16][C:15]=1[O:29][CH2:2][C:3]1[O:4][C:5]2[CH:11]=[CH:10][CH:9]=[CH:8][C:6]=2[CH:7]=1. The yield is 0.290.